This data is from Forward reaction prediction with 1.9M reactions from USPTO patents (1976-2016). The task is: Predict the product of the given reaction. (1) Given the reactants C1C2C(CO[C:16]([NH:18][C@@H:19]([C:23]3[CH:28]=[CH:27][CH:26]=[CH:25][CH:24]=3)[C:20]([OH:22])=O)=[O:17])C3C(=CC=CC=3)C=2C=CC=1.C(OC(=O)[NH:35][CH2:36][CH2:37][CH2:38][CH2:39][CH2:40][CH2:41][NH2:42])(C)(C)C.[CH2:44]([O:51][C:52]1[CH:57]=[CH:56][C:55]([N:58]=C=O)=[CH:54][CH:53]=1)[C:45]1[CH:50]=[CH:49][CH:48]=[CH:47][CH:46]=1, predict the reaction product. The product is: [NH2:42][CH2:41][CH2:40][CH2:39][CH2:38][CH2:37][CH2:36][NH:35][C:20](=[O:22])[C@@H:19]([NH:18][C:16]([NH:58][C:55]1[CH:54]=[CH:53][C:52]([O:51][CH2:44][C:45]2[CH:46]=[CH:47][CH:48]=[CH:49][CH:50]=2)=[CH:57][CH:56]=1)=[O:17])[C:23]1[CH:24]=[CH:25][CH:26]=[CH:27][CH:28]=1. (2) Given the reactants [CH:1]([N:4]1[CH2:9][CH2:8][CH:7]([O:10][C:11]2[CH:16]=[CH:15][C:14]([C:17]3([C:23](O)=[O:24])[CH2:22][CH2:21][O:20][CH2:19][CH2:18]3)=[CH:13][CH:12]=2)[CH2:6][CH2:5]1)([CH3:3])[CH3:2].Cl.[NH:27]1[CH2:30][CH2:29][CH2:28]1.Cl.CN(C)CCCN=C=NCC.O.ON1C2C=CC=CC=2N=N1.C(N(CC)CC)C, predict the reaction product. The product is: [N:27]1([C:23]([C:17]2([C:14]3[CH:13]=[CH:12][C:11]([O:10][CH:7]4[CH2:8][CH2:9][N:4]([CH:1]([CH3:2])[CH3:3])[CH2:5][CH2:6]4)=[CH:16][CH:15]=3)[CH2:22][CH2:21][O:20][CH2:19][CH2:18]2)=[O:24])[CH2:30][CH2:29][CH2:28]1. (3) Given the reactants [CH3:1][O:2][C:3](=[O:16])[C:4]1[CH:9]=[C:8](I)[C:7]([C:11]([F:14])([F:13])[F:12])=[CH:6][C:5]=1[NH2:15].[CH2:17]([O:24][N:25]1[C:29]([Sn](CCCC)(CCCC)CCCC)=[CH:28][CH:27]=[N:26]1)[C:18]1[CH:23]=[CH:22][CH:21]=[CH:20][CH:19]=1, predict the reaction product. The product is: [CH3:1][O:2][C:3](=[O:16])[C:4]1[CH:9]=[C:8]([C:29]2[N:25]([O:24][CH2:17][C:18]3[CH:23]=[CH:22][CH:21]=[CH:20][CH:19]=3)[N:26]=[CH:27][CH:28]=2)[C:7]([C:11]([F:14])([F:13])[F:12])=[CH:6][C:5]=1[NH2:15]. (4) The product is: [NH2:1][C:2]1[C:7]([OH:8])=[CH:6][CH:5]=[CH:4][C:3]=1[C:10]([C:12]1[CH:13]=[CH:14][C:15]([CH:18]([CH3:20])[CH3:19])=[CH:16][CH:17]=1)=[O:11]. Given the reactants [NH2:1][C:2]1[C:7]([O:8]C)=[CH:6][CH:5]=[CH:4][C:3]=1[C:10]([C:12]1[CH:17]=[CH:16][C:15]([CH:18]([CH3:20])[CH3:19])=[CH:14][CH:13]=1)=[O:11].B(Br)(Br)Br.S([O-])([O-])(=O)=S, predict the reaction product. (5) Given the reactants Cl[C:2](Cl)=[CH:3][CH:4]=O.C(O)(=O)C.[F:11][C:12]1[CH:20]=[CH:19][C:15]([C:16]([NH2:18])=[NH:17])=[CH:14][CH:13]=1.[F:21][C:22]([F:31])([F:30])[C:23]1[CH:24]=[C:25]([OH:29])[CH:26]=[CH:27][CH:28]=1.C(=O)([O-])[O-].[K+].[K+], predict the reaction product. The product is: [F:21][C:22]([F:30])([F:31])[C:23]1[CH:24]=[C:25]([CH:26]=[CH:27][CH:28]=1)[O:29][C:2]1[CH:3]=[CH:4][N:18]=[C:16]([C:15]2[CH:19]=[CH:20][C:12]([F:11])=[CH:13][CH:14]=2)[N:17]=1. (6) Given the reactants N[C:2]1[CH:3]=[C:4]([CH:8]=[C:9]([N+:11]([O-:13])=[O:12])[CH:10]=1)[C:5]([OH:7])=[O:6].N([O-])=O.[Na+].C([O-])([O-])=O.[Na+].[Na+].[C-:24]#[N:25].[K+], predict the reaction product. The product is: [C:24]([C:2]1[CH:3]=[C:4]([CH:8]=[C:9]([N+:11]([O-:13])=[O:12])[CH:10]=1)[C:5]([OH:7])=[O:6])#[N:25].